This data is from Forward reaction prediction with 1.9M reactions from USPTO patents (1976-2016). The task is: Predict the product of the given reaction. (1) Given the reactants C1C(=O)N([Br:8])C(=O)C1.[CH3:9][CH:10]([CH3:25])[CH2:11][N:12]1[C:24]2[CH:23]=[CH:22][CH:21]=[CH:20][C:19]=2[C:18]2[C:13]1=[CH:14][CH:15]=[CH:16][CH:17]=2, predict the reaction product. The product is: [Br:8][C:16]1[CH:15]=[CH:14][C:13]2[N:12]([CH2:11][CH:10]([CH3:25])[CH3:9])[C:24]3[C:19]([C:18]=2[CH:17]=1)=[CH:20][CH:21]=[CH:22][CH:23]=3. (2) Given the reactants Br[C:2]1[CH:7]=[CH:6][C:5]([C:8]([N:10]2[CH2:14][CH2:13][CH2:12][C@H:11]2[CH2:15][N:16]2[CH2:20][CH2:19][CH2:18][CH2:17]2)=[O:9])=[C:4]([F:21])[CH:3]=1.[F:22][C:23]([F:35])([F:34])[O:24][C:25]1[CH:26]=[C:27](B(O)O)[CH:28]=[CH:29][CH:30]=1, predict the reaction product. The product is: [F:21][C:4]1[CH:3]=[C:2]([C:27]2[CH:28]=[CH:29][CH:30]=[C:25]([O:24][C:23]([F:22])([F:34])[F:35])[CH:26]=2)[CH:7]=[CH:6][C:5]=1[C:8]([N:10]1[CH2:14][CH2:13][CH2:12][C@H:11]1[CH2:15][N:16]1[CH2:20][CH2:19][CH2:18][CH2:17]1)=[O:9]. (3) Given the reactants [CH3:1][C:2]1[C:6]2[C:7](=[O:19])[N:8]([CH2:11][CH2:12][N:13]3[CH2:18][CH2:17][O:16][CH2:15][CH2:14]3)[CH2:9][CH2:10][C:5]=2[NH:4][C:3]=1[CH:20]=O.[F:22][C:23]1[CH:24]=[C:25]2[C:29](=[C:30]([NH2:32])[CH:31]=1)[NH:28][C:27](=[O:33])[CH2:26]2, predict the reaction product. The product is: [NH2:32][C:30]1[CH:31]=[C:23]([F:22])[CH:24]=[C:25]2[C:29]=1[NH:28][C:27](=[O:33])[C:26]2=[CH:20][C:3]1[NH:4][C:5]2[CH2:10][CH2:9][N:8]([CH2:11][CH2:12][N:13]3[CH2:14][CH2:15][O:16][CH2:17][CH2:18]3)[C:7](=[O:19])[C:6]=2[C:2]=1[CH3:1].